Dataset: Reaction yield outcomes from USPTO patents with 853,638 reactions. Task: Predict the reaction yield, written as a fraction of the theoretical maximum amount of product (1.0 means a 100% yield; for example, 0.34 means a 34% yield). (1) The reactants are [NH2:1][C:2]1[C:11]2[CH:10]=[CH:9][CH:8]=[C:7](Br)[C:6]=2[N:5]=[C:4]2[CH2:13][N:14]([CH:17]3[CH2:19][CH2:18]3)[C:15](=[O:16])[C:3]=12.[Cl:20][C:21]1[CH:26]=[CH:25][C:24]([O:27][CH3:28])=[CH:23][C:22]=1B(O)O. No catalyst specified. The product is [NH2:1][C:2]1[C:11]2[CH:10]=[CH:9][CH:8]=[C:7]([C:22]3[CH:23]=[C:24]([O:27][CH3:28])[CH:25]=[CH:26][C:21]=3[Cl:20])[C:6]=2[N:5]=[C:4]2[CH2:13][N:14]([CH:17]3[CH2:19][CH2:18]3)[C:15](=[O:16])[C:3]=12. The yield is 0.720. (2) The reactants are [Cl:1][C:2]1[CH:7]=[C:6]([C:8]([F:11])([F:10])[F:9])[CH:5]=[C:4]([Cl:12])[C:3]=1[N:13]1[C:17]([OH:18])=[C:16]([S:19][C:20]([F:23])([F:22])[F:21])[C:15]([C:24]#[N:25])=[N:14]1.ClC1C=CC=C(C(OO)=[O:34])C=1.C(=O)(O)[O-].[Na+]. The catalyst is ClCCl.C(OCC)(=O)C. The product is [Cl:1][C:2]1[CH:7]=[C:6]([C:8]([F:11])([F:10])[F:9])[CH:5]=[C:4]([Cl:12])[C:3]=1[N:13]1[C:17]([OH:18])=[C:16]([S:19]([C:20]([F:23])([F:21])[F:22])=[O:34])[C:15]([C:24]#[N:25])=[N:14]1. The yield is 0.370. (3) The reactants are [NH2:1][C:2]1[N:6]([CH3:7])[C:5](=[O:8])[C:4]([C:15]2[CH:20]=[CH:19][CH:18]=[C:17](Br)[CH:16]=2)([C:9]2[CH:14]=[CH:13][CH:12]=[CH:11][CH:10]=2)[N:3]=1.CC1(C)C(C)(C)OB([C:30]2[CH:31]=[C:32]([OH:36])[CH:33]=[CH:34][CH:35]=2)O1. No catalyst specified. The product is [NH2:1][C:2]1[N:6]([CH3:7])[C:5](=[O:8])[C:4]([C:15]2[CH:16]=[C:17]([C:30]3[CH:35]=[CH:34][CH:33]=[C:32]([OH:36])[CH:31]=3)[CH:18]=[CH:19][CH:20]=2)([C:9]2[CH:14]=[CH:13][CH:12]=[CH:11][CH:10]=2)[N:3]=1. The yield is 0.190. (4) The reactants are [C:1]([NH:4][NH2:5])(N)=[NH:2].Cl.C(N(C(C)C)CC)(C)C.[CH:16]1([C:19]2[C:28]3[C:23](=[CH:24][CH:25]=[CH:26][CH:27]=3)[C:22]([N:29]=[C:30]=[S:31])=[CH:21][CH:20]=2)[CH2:18][CH2:17]1. The catalyst is CN(C)C=O. The product is [NH2:2][C:1]1[N:29]([C:22]2[C:23]3[C:28](=[CH:27][CH:26]=[CH:25][CH:24]=3)[C:19]([CH:16]3[CH2:18][CH2:17]3)=[CH:20][CH:21]=2)[C:30]([SH:31])=[N:5][N:4]=1. The yield is 0.440.